Dataset: Full USPTO retrosynthesis dataset with 1.9M reactions from patents (1976-2016). Task: Predict the reactants needed to synthesize the given product. The reactants are: [CH3:1][C:2]1[C:3](=O)[C:4]2[C:21]([C:22](=O)[C:23]=1[CH3:24])=[CH:20][C:19]1[C:6](=[CH:7][C:8]3[C:17]([CH:18]=1)=[CH:16][C:15]1[C:14](=O)[C:13]([CH3:27])=[C:12]([CH3:28])[C:11](=O)[C:10]=1[CH:9]=3)[CH:5]=2.[NH2:31][C:32]1[CH:37]=[CH:36][CH:35]=[CH:34][CH:33]=1.[N:38]12[CH2:45][CH2:44]N(CC1)CC2. Given the product [C:32]1([N:31]=[C:11]2[C:10]3[C:15](=[CH:16][C:17]4[C:8]([CH:9]=3)=[CH:7][C:6]3[C:19](=[CH:20][C:21]5[C:22](=[N:31][C:32]6[CH:37]=[CH:36][CH:35]=[CH:34][CH:33]=6)[C:23]([CH3:24])=[C:2]([CH3:1])[C:3](=[N:31][C:32]6[CH:37]=[CH:36][CH:35]=[CH:34][CH:33]=6)[C:4]=5[CH:5]=3)[CH:18]=4)[C:14](=[N:38][C:45]3[CH:44]=[CH:22][CH:23]=[CH:2][CH:1]=3)[C:13]([CH3:27])=[C:12]2[CH3:28])[CH:37]=[CH:36][CH:35]=[CH:34][CH:33]=1, predict the reactants needed to synthesize it.